This data is from Reaction yield outcomes from USPTO patents with 853,638 reactions. The task is: Predict the reaction yield, written as a fraction of the theoretical maximum amount of product (1.0 means a 100% yield; for example, 0.34 means a 34% yield). (1) The reactants are [OH:1][C@H:2]([CH2:6][CH:7]([CH3:9])[CH3:8])[C:3]([OH:5])=O.[CH2:10]([N:17]1[CH2:22][CH2:21][NH:20][CH2:19][CH2:18]1)[C:11]1[CH:16]=[CH:15][CH:14]=[CH:13][CH:12]=1.CCN(CC)CC.C1C=CC2N(O)N=NC=2C=1.CCN=C=NCCCN(C)C.Cl. The catalyst is C(Cl)Cl. The product is [CH2:10]([N:17]1[CH2:22][CH2:21][N:20]([C:3](=[O:5])[C@H:2]([OH:1])[CH2:6][CH:7]([CH3:9])[CH3:8])[CH2:19][CH2:18]1)[C:11]1[CH:12]=[CH:13][CH:14]=[CH:15][CH:16]=1. The yield is 0.950. (2) The reactants are [S:1]1[C:9]2[CH2:8][CH2:7][N:6]([C:10]([O:12][C:13]([CH3:16])([CH3:15])[CH3:14])=[O:11])[CH2:5][C:4]=2[CH:3]=[C:2]1[C:17]([O:19]CC)=O.Cl.[NH2:23][OH:24].[OH-].[K+].C(O)(=O)C. The catalyst is CO. The product is [OH:24][NH:23][C:17]([C:2]1[S:1][C:9]2[CH2:8][CH2:7][N:6]([C:10]([O:12][C:13]([CH3:16])([CH3:15])[CH3:14])=[O:11])[CH2:5][C:4]=2[CH:3]=1)=[O:19]. The yield is 0.500. (3) The reactants are [CH:1]([NH:4][C:5]1[N:10]=[C:9]([C:11]2[C:19]3[C:14](=[CH:15][CH:16]=[C:17]([C:20]4[S:24][N:23]=[C:22]([NH2:25])[N:21]=4)[CH:18]=3)[N:13]([S:26]([C:29]3[CH:35]=[CH:34][C:32]([CH3:33])=[CH:31][CH:30]=3)(=[O:28])=[O:27])[CH:12]=2)[CH:8]=[N:7][CH:6]=1)([CH3:3])[CH3:2].[OH-].[Na+].O1[CH2:43][CH2:42][O:41][CH2:40]C1. No catalyst specified. The product is [CH:1]([NH:4][C:5]1[N:10]=[C:9]([C:11]2[C:19]3[C:14](=[CH:15][CH:16]=[C:17]([C:20]4[S:24][N:23]=[C:22]([NH:25][CH2:19][C:11]5[CH:12]=[CH:43][C:42]([O:41][CH3:40])=[CH:8][CH:9]=5)[N:21]=4)[CH:18]=3)[N:13]([S:26]([C:29]3[CH:30]=[CH:31][C:32]([CH3:33])=[CH:34][CH:35]=3)(=[O:27])=[O:28])[CH:12]=2)[CH:8]=[N:7][CH:6]=1)([CH3:3])[CH3:2]. The yield is 0.200. (4) The reactants are Br[C:2]1[CH:7]=[C:6]([F:8])[C:5]([CH3:9])=[CH:4][C:3]=1[C:10]([O:13][CH2:14][O:15][CH2:16][CH3:17])([CH3:12])[CH3:11].[B:18]1([B:18]2[O:22][C:21]([CH3:24])([CH3:23])[C:20]([CH3:26])([CH3:25])[O:19]2)[O:22][C:21]([CH3:24])([CH3:23])[C:20]([CH3:26])([CH3:25])[O:19]1.CC([O-])=O.[K+].O. The catalyst is O1CCOCC1.C1C=CC(P(C2C=CC=CC=2)[C-]2C=CC=C2)=CC=1.C1C=CC(P(C2C=CC=CC=2)[C-]2C=CC=C2)=CC=1.Cl[Pd]Cl.[Fe+2]. The product is [CH2:16]([O:15][CH2:14][O:13][C:10]([C:3]1[CH:4]=[C:5]([CH3:9])[C:6]([F:8])=[CH:7][C:2]=1[B:18]1[O:22][C:21]([CH3:24])([CH3:23])[C:20]([CH3:26])([CH3:25])[O:19]1)([CH3:12])[CH3:11])[CH3:17]. The yield is 0.880. (5) The reactants are O=C1C2C(=CC=CC=2)C(=O)[N:3]1[CH2:12][C:13]1[CH:14]=[CH:15][C:16]([N+:23]([O-:25])=[O:24])=[C:17]([CH:22]=1)[C:18]([O:20][CH3:21])=[O:19].NN. The catalyst is CCO. The product is [NH2:3][CH2:12][C:13]1[CH:14]=[CH:15][C:16]([N+:23]([O-:25])=[O:24])=[C:17]([CH:22]=1)[C:18]([O:20][CH3:21])=[O:19]. The yield is 0.780. (6) The reactants are [CH2:1]([C:3](=[CH:6][CH2:7][C:8]1[C:9]([O:21][CH2:22][CH2:23][Si:24]([CH3:27])([CH3:26])[CH3:25])=[C:10]2[C:14](=[C:15]([CH3:19])[C:16]=1[CH2:17][CH3:18])[CH2:13][O:12][C:11]2=[O:20])[CH:4]=[O:5])[CH3:2].[BH4-].[Li+]. The catalyst is CO.CO.O.C1COCC1. The product is [CH2:17]([C:16]1[C:15]([CH3:19])=[C:14]2[C:10](=[C:9]([O:21][CH2:22][CH2:23][Si:24]([CH3:25])([CH3:26])[CH3:27])[C:8]=1[CH2:7][CH:6]=[C:3]([CH2:4][OH:5])[CH2:1][CH3:2])[C:11](=[O:20])[O:12][CH2:13]2)[CH3:18]. The yield is 0.700. (7) The reactants are CS(O[CH2:6][CH2:7][O:8][C@H:9]1[CH2:14][CH2:13][C@H:12]([N:15]2[C:20](=[O:21])[C:19]([CH2:22][C:23]3[CH:28]=[CH:27][C:26]([C:29]4[CH:34]=[CH:33][CH:32]=[CH:31][C:30]=4[C:35]#[N:36])=[CH:25][CH:24]=3)=[C:18]([CH2:37][CH2:38][CH3:39])[N:17]3[N:40]=[CH:41][N:42]=[C:16]23)[CH2:11][CH2:10]1)(=O)=O.[NH:43]1[CH2:48][CH2:47][O:46][CH2:45][CH2:44]1.[I-].[Na+]. The catalyst is O1CCCC1. The product is [N:43]1([CH2:6][CH2:7][O:8][C@H:9]2[CH2:14][CH2:13][C@H:12]([N:15]3[C:20](=[O:21])[C:19]([CH2:22][C:23]4[CH:28]=[CH:27][C:26]([C:29]5[C:30]([C:35]#[N:36])=[CH:31][CH:32]=[CH:33][CH:34]=5)=[CH:25][CH:24]=4)=[C:18]([CH2:37][CH2:38][CH3:39])[N:17]4[N:40]=[CH:41][N:42]=[C:16]34)[CH2:11][CH2:10]2)[CH2:48][CH2:47][O:46][CH2:45][CH2:44]1. The yield is 1.00.